From a dataset of Forward reaction prediction with 1.9M reactions from USPTO patents (1976-2016). Predict the product of the given reaction. Given the reactants [Br:1][C:2]1[CH:3]=[C:4]([CH:13]=[C:14]([CH3:16])[CH:15]=1)[O:5][Si:6]([C:9]([CH3:12])([CH3:11])[CH3:10])([CH3:8])[CH3:7].[Br:17]N1C(=O)CCC1=O.C(OOC(=O)C1C=CC=CC=1)(=O)C1C=CC=CC=1, predict the reaction product. The product is: [Br:1][C:2]1[CH:3]=[C:4]([CH:13]=[C:14]([CH2:16][Br:17])[CH:15]=1)[O:5][Si:6]([C:9]([CH3:11])([CH3:12])[CH3:10])([CH3:7])[CH3:8].